This data is from Full USPTO retrosynthesis dataset with 1.9M reactions from patents (1976-2016). The task is: Predict the reactants needed to synthesize the given product. (1) Given the product [CH3:17][C:18]([CH3:38])([CH3:37])[C:19]#[C:20][C:21]1[S:25][CH:24]=[C:23]([N:26]([CH:27]2[CH2:36][CH2:35][C:30]3([O:31][CH2:32][CH2:33][O:34]3)[CH2:29][CH2:28]2)[C:9]([C@@H:5]2[C@@H:6]([CH3:8])[CH2:7][C:2]([CH3:1])=[CH:3][CH2:4]2)=[O:11])[CH:22]=1, predict the reactants needed to synthesize it. The reactants are: [CH3:1][C:2]1[CH2:7][C@H:6]([CH3:8])[C@@H:5]([C:9]([OH:11])=O)[CH2:4][CH:3]=1.CN(C=O)C.[CH3:17][C:18]([CH3:38])([CH3:37])[C:19]#[C:20][C:21]1[S:25][CH:24]=[C:23]([NH:26][CH:27]2[CH2:36][CH2:35][C:30]3([O:34][CH2:33][CH2:32][O:31]3)[CH2:29][CH2:28]2)[CH:22]=1.C(N(C(C)C)CC)(C)C. (2) Given the product [Cl:8][C:6]1[CH:5]=[C:4]([CH:9]([CH3:10])[CH3:11])[C:3]2[O:12][C:13]([SH:14])=[N:1][C:2]=2[CH:7]=1, predict the reactants needed to synthesize it. The reactants are: [NH2:1][C:2]1[CH:7]=[C:6]([Cl:8])[CH:5]=[C:4]([CH:9]([CH3:11])[CH3:10])[C:3]=1[OH:12].[C:13](=S)=[S:14].[OH-].[K+]. (3) Given the product [F:3][CH:4]([F:7])[CH2:5][O:6][C:9]1[CH:14]=[CH:13][CH:12]=[CH:11][CH:10]=1, predict the reactants needed to synthesize it. The reactants are: [H-].[Na+].[F:3][CH:4]([F:7])[CH2:5][OH:6].Br[C:9]1[CH:14]=[CH:13][CH:12]=[CH:11][CH:10]=1. (4) The reactants are: [OH:1][C:2]1[CH:7]=[CH:6][C:5]([C:8]2[C:17]3[C:12](=[C:13]([C:18]([F:21])([F:20])[F:19])[CH:14]=[CH:15][CH:16]=3)[N:11]=[CH:10][C:9]=2[C:22]([C:24]2[CH:29]=[CH:28][CH:27]=[CH:26][CH:25]=2)=[O:23])=[CH:4][CH:3]=1.Br[CH2:31][C:32]1[CH:41]=[CH:40][C:35]([C:36]([O:38]C)=[O:37])=[CH:34][CH:33]=1.C([O-])([O-])=O.[K+].[K+]. Given the product [C:22]([C:9]1[CH:10]=[N:11][C:12]2[C:17]([C:8]=1[C:5]1[CH:4]=[CH:3][C:2]([O:1][CH2:31][C:32]3[CH:41]=[CH:40][C:35]([C:36]([OH:38])=[O:37])=[CH:34][CH:33]=3)=[CH:7][CH:6]=1)=[CH:16][CH:15]=[CH:14][C:13]=2[C:18]([F:21])([F:19])[F:20])(=[O:23])[C:24]1[CH:25]=[CH:26][CH:27]=[CH:28][CH:29]=1, predict the reactants needed to synthesize it. (5) Given the product [C:1]([C:3]([C:6]1[CH:7]=[C:8]([CH:13]=[CH:14][CH:15]=1)[C:9]([OH:11])=[O:10])([CH3:5])[CH3:4])#[N:2], predict the reactants needed to synthesize it. The reactants are: [C:1]([C:3]([C:6]1[CH:7]=[C:8]([CH:13]=[CH:14][CH:15]=1)[C:9]([O:11]C)=[O:10])([CH3:5])[CH3:4])#[N:2].CO.O. (6) Given the product [ClH:18].[CH3:17][CH:9]1[NH:8][CH2:13][CH2:12][N:11]([C:14](=[O:16])[CH3:15])[CH2:10]1, predict the reactants needed to synthesize it. The reactants are: C(OC([N:8]1[CH2:13][CH2:12][N:11]([C:14](=[O:16])[CH3:15])[CH2:10][CH:9]1[CH3:17])=O)(C)(C)C.[ClH:18].O1CCOCC1. (7) Given the product [Cl-:12].[OH:15][CH2:14][CH2:13][N+:1]1[C:11]2[C:6](=[CH:7][CH:8]=[CH:9][CH:10]=2)[C:4]([CH3:5])=[CH:3][CH:2]=1, predict the reactants needed to synthesize it. The reactants are: [N:1]1[C:11]2[C:6](=[CH:7][CH:8]=[CH:9][CH:10]=2)[C:4]([CH3:5])=[CH:3][CH:2]=1.[Cl:12][CH2:13][CH2:14][OH:15]. (8) Given the product [CH:3]1([C:8]2[C:13]([C:14]([N:16]([CH:17]3[CH:18]4[CH2:19][CH:20]5[CH2:21][C:22]([OH:27])([CH2:23][CH:24]3[CH2:25]5)[CH2:26]4)[CH3:32])=[O:15])=[CH:12][N:11]=[C:10]([S:28][CH3:29])[N:9]=2)[CH2:4][CH2:5][CH2:6][CH2:7]1, predict the reactants needed to synthesize it. The reactants are: [H-].[Na+].[CH:3]1([C:8]2[C:13]([C:14]([NH:16][CH:17]3[CH:24]4[CH2:25][CH:20]5[CH2:21][C:22]([OH:27])([CH2:26][CH:18]3[CH2:19]5)[CH2:23]4)=[O:15])=[CH:12][N:11]=[C:10]([S:28][CH3:29])[N:9]=2)[CH2:7][CH2:6][CH2:5][CH2:4]1.IC.[C:32](O)(=O)CC(CC(O)=O)(C(O)=O)O.